Dataset: Reaction yield outcomes from USPTO patents with 853,638 reactions. Task: Predict the reaction yield, written as a fraction of the theoretical maximum amount of product (1.0 means a 100% yield; for example, 0.34 means a 34% yield). (1) The reactants are [CH:1]([N:14]1[CH2:17][CH:16]([OH:18])[CH2:15]1)([C:8]1[CH:13]=[CH:12][CH:11]=[CH:10][CH:9]=1)[C:2]1[CH:7]=[CH:6][CH:5]=[CH:4][CH:3]=1.[CH3:19][S:20](Cl)(=[O:22])=[O:21]. The catalyst is N1C=CC=CC=1. The product is [CH:1]([N:14]1[CH2:17][CH:16]([O:18][S:20]([CH3:19])(=[O:22])=[O:21])[CH2:15]1)([C:8]1[CH:13]=[CH:12][CH:11]=[CH:10][CH:9]=1)[C:2]1[CH:3]=[CH:4][CH:5]=[CH:6][CH:7]=1. The yield is 0.448. (2) The reactants are [CH2:1]([O:3][CH2:4][CH2:5][N:6]1[CH:10]=[C:9](I)[CH:8]=[N:7]1)[CH3:2].C([Mg]Cl)(C)C.C(O[B:21]1[O:25][C:24]([CH3:27])([CH3:26])[C:23]([CH3:29])([CH3:28])[O:22]1)(C)C. The catalyst is C1COCC1. The product is [CH2:1]([O:3][CH2:4][CH2:5][N:6]1[CH:10]=[C:9]([B:21]2[O:25][C:24]([CH3:27])([CH3:26])[C:23]([CH3:29])([CH3:28])[O:22]2)[CH:8]=[N:7]1)[CH3:2]. The yield is 0.851.